This data is from Human liver microsome stability data. The task is: Regression/Classification. Given a drug SMILES string, predict its absorption, distribution, metabolism, or excretion properties. Task type varies by dataset: regression for continuous measurements (e.g., permeability, clearance, half-life) or binary classification for categorical outcomes (e.g., BBB penetration, CYP inhibition). Dataset: hlm. (1) The compound is CC#C[C@@H](Cc1nn[nH]n1)c1ccc(OCc2ccc3sc(F)c(-c4ccccc4C)c3c2)cc1. The result is 1 (stable in human liver microsomes). (2) The molecule is N#Cc1ccc(F)cc1Cn1c(N2CCC[C@@H](N)C2)nc2ccnc-2c1O. The result is 0 (unstable in human liver microsomes). (3) The compound is COC(=O)Nc1ccc2c(c1)NC(=O)CCC=CC[C@H](N1CC[C@H](c3c(F)ccc(Cl)c3F)CC1=O)c1nc-2c[nH]1. The result is 1 (stable in human liver microsomes). (4) The molecule is CC(C)[C@H](NS(=O)(=O)c1ccc2c(c1)oc1cc(N3CCOC3=O)ccc12)C(=O)O. The result is 0 (unstable in human liver microsomes). (5) The compound is O=C(O)[C@H]1C2CCC(CC2)[C@@H]1Nc1nc(-c2[nH]nc3ncc(F)cc23)nc2c1SCC2. The result is 0 (unstable in human liver microsomes). (6) The compound is N#Cc1c(C(F)(F)F)cc(NCc2ccc(OC(F)(F)F)cc2)n2c1nc1cc(Cl)c(Cl)cc12. The result is 0 (unstable in human liver microsomes).